Dataset: Peptide-MHC class II binding affinity with 134,281 pairs from IEDB. Task: Regression. Given a peptide amino acid sequence and an MHC pseudo amino acid sequence, predict their binding affinity value. This is MHC class II binding data. The peptide sequence is IISIVQMAPVSAMVR. The MHC is DRB5_0101 with pseudo-sequence DRB5_0101. The binding affinity (normalized) is 0.371.